This data is from Full USPTO retrosynthesis dataset with 1.9M reactions from patents (1976-2016). The task is: Predict the reactants needed to synthesize the given product. (1) The reactants are: [Cl:1][C:2]1[CH:15]=[CH:14][C:5]([O:6][C:7]2[CH:8]=[CH:9][C:10](I)=[N:11][CH:12]=2)=[CH:4][C:3]=1[C:16]([F:19])([F:18])[F:17].[C:20]([O:28][CH2:29][CH3:30])(=[O:27])[CH2:21][C:22]([O:24][CH2:25][CH3:26])=[O:23].N1C=CC=CC=1C(O)=O.C([O-])([O-])=O.[Cs+].[Cs+]. Given the product [Cl:1][C:2]1[CH:15]=[CH:14][C:5]([O:6][C:7]2[CH:8]=[CH:9][C:10]([CH:21]([C:22]([O:24][CH2:25][CH3:26])=[O:23])[C:20]([O:28][CH2:29][CH3:30])=[O:27])=[N:11][CH:12]=2)=[CH:4][C:3]=1[C:16]([F:19])([F:18])[F:17], predict the reactants needed to synthesize it. (2) Given the product [NH:32]1[CH:33]=[CH:34][CH:35]=[C:31]1[C@@H:22]1[C@@H:21]2[CH2:20][CH2:19][N:18]([C:16]([C@H:11]3[CH2:12][CH2:13][CH2:14][CH2:15][C@H:10]3[NH:9][C:1](=[O:8])[C:2]3[CH:7]=[CH:6][CH:5]=[CH:4][CH:3]=3)=[O:17])[C@@H:30]2[C:29]2[CH:28]=[CH:27][CH:26]=[CH:25][C:24]=2[NH:23]1, predict the reactants needed to synthesize it. The reactants are: [C:1]([NH:9][C@@H:10]1[CH2:15][CH2:14][CH2:13][CH2:12][C@@H:11]1[C:16]([N:18]1[C@@H:30]2[C@@H:21]([C@H:22]([C:31]3[N:32](C(OCC4C=CC=CC=4)=O)[CH:33]=[CH:34][CH:35]=3)[NH:23][C:24]3[CH:25]=[CH:26][CH:27]=[CH:28][C:29]=32)[CH2:20][CH2:19]1)=[O:17])(=[O:8])[C:2]1[CH:7]=[CH:6][CH:5]=[CH:4][CH:3]=1. (3) Given the product [C:11]([O:10][C:8]([N:5]1[CH2:6][CH2:7][CH:3]([CH2:2][N:1]2[C:26]3[C:25](=[CH:30][C:29]([I:31])=[CH:28][CH:27]=3)[C:24](=[O:33])[C:18]([C:19]([O:21][CH2:22][CH3:23])=[O:20])=[CH:17]2)[CH2:4]1)=[O:9])([CH3:14])([CH3:13])[CH3:12], predict the reactants needed to synthesize it. The reactants are: [NH2:1][CH2:2][CH:3]1[CH2:7][CH2:6][N:5]([C:8]([O:10][C:11]([CH3:14])([CH3:13])[CH3:12])=[O:9])[CH2:4]1.CN(C)/[CH:17]=[C:18](/[C:24](=[O:33])[C:25]1[CH:30]=[C:29]([I:31])[CH:28]=[CH:27][C:26]=1F)\[C:19]([O:21][CH2:22][CH3:23])=[O:20].C(=O)([O-])[O-].[K+].[K+]. (4) Given the product [CH3:1][N:2]([CH2:3][C:4]1[N:13]([CH2:14][CH2:15][C:16]2[N:17]=[CH:18][N:19]([CH3:21])[CH:20]=2)[C:8]2[CH:9]=[CH:10][CH:11]=[CH:12][C:7]=2[N:6]=1)[CH:22]1[C:31]2[N:30]=[CH:29][CH:28]=[CH:27][C:26]=2[CH2:25][CH2:24][CH2:23]1, predict the reactants needed to synthesize it. The reactants are: [CH3:1][N:2]([CH:22]1[C:31]2[N:30]=[CH:29][CH:28]=[CH:27][C:26]=2[CH2:25][CH2:24][CH2:23]1)[CH2:3][C:4]([NH:6][C:7]1[CH:12]=[CH:11][CH:10]=[CH:9][C:8]=1[NH:13][CH2:14][CH2:15][C:16]1[N:17]=[CH:18][N:19]([CH3:21])[CH:20]=1)=O.CC(C)(CN1C2C=CC=CC=2N=C1CNC(OCC1C=CC=CC=1)=O)CNC(=O)OC(C)(C)C. (5) The reactants are: [Cl:1][C:2]1[CH:7]=[C:6]([Cl:8])[CH:5]=[CH:4][C:3]=1[C:9]1([C:26]2[CH:31]=[CH:30][C:29]([F:32])=[CH:28][CH:27]=2)[O:13][C:12]2[CH:14]=[C:15]([F:25])[C:16]([C:18]([N:20]3[CH2:24][CH:23]=[CH:22][CH2:21]3)=[O:19])=[CH:17][C:11]=2[O:10]1.[OH2:33].C[N+]1([O-])CCOCC1.[OH2:42].O.O.O.O.S([O-])([O-])(=O)=S.[Na+].[Na+]. Given the product [Cl:1][C:2]1[CH:7]=[C:6]([Cl:8])[CH:5]=[CH:4][C:3]=1[C:9]1([C:26]2[CH:27]=[CH:28][C:29]([F:32])=[CH:30][CH:31]=2)[O:13][C:12]2[CH:14]=[C:15]([F:25])[C:16]([C:18]([N:20]3[CH2:21][C@H:22]([OH:33])[C@H:23]([OH:42])[CH2:24]3)=[O:19])=[CH:17][C:11]=2[O:10]1, predict the reactants needed to synthesize it. (6) Given the product [OH:13][C:5]1[C:4]([N+:1]([O-:3])=[O:2])=[CH:12][CH:11]=[CH:10][C:6]=1[C:7]([N:47]1[CH2:51][CH2:50][C@@H:49]([OH:52])[CH2:48]1)=[O:9], predict the reactants needed to synthesize it. The reactants are: [N+:1]([C:4]1[CH:12]=[CH:11][CH:10]=[C:6]([C:7]([OH:9])=O)[C:5]=1[OH:13])([O-:3])=[O:2].F[P-](F)(F)(F)(F)F.Br[P+](N1CCCC1)(N1CCCC1)N1CCCC1.C(N(CC)C(C)C)(C)C.[NH:47]1[CH2:51][CH2:50][C@@H:49]([OH:52])[CH2:48]1. (7) Given the product [F:16][C:17]1[C:22]([C:23]2[CH:28]=[CH:27][CH:26]=[CH:25][N:24]=2)=[CH:21][CH:20]=[CH:19][C:18]=1[C:2]1[CH:11]=[CH:10][N:9]=[C:8]2[C:3]=1[CH:4]=[CH:5][C:6]([C:12]([F:15])([F:14])[F:13])=[N:7]2, predict the reactants needed to synthesize it. The reactants are: Cl[C:2]1[CH:11]=[CH:10][N:9]=[C:8]2[C:3]=1[CH:4]=[CH:5][C:6]([C:12]([F:15])([F:14])[F:13])=[N:7]2.[F:16][C:17]1[C:22]([C:23]2[CH:28]=[CH:27][CH:26]=[CH:25][N:24]=2)=[CH:21][CH:20]=[CH:19][C:18]=1B(O)O. (8) The reactants are: F[C:2]1[CH:7]=[CH:6][C:5]([N+:8]([O-:10])=[O:9])=[C:4]([O:11][CH:12]([CH3:14])[CH3:13])[CH:3]=1.[CH3:15][N:16]1[CH2:21][CH2:20][NH:19][CH2:18][CH2:17]1.C(=O)([O-])[O-].[K+].[K+]. Given the product [CH3:15][N:16]1[CH2:21][CH2:20][N:19]([C:2]2[CH:7]=[CH:6][C:5]([N+:8]([O-:10])=[O:9])=[C:4]([O:11][CH:12]([CH3:14])[CH3:13])[CH:3]=2)[CH2:18][CH2:17]1, predict the reactants needed to synthesize it. (9) Given the product [SH:4][C@H:5]1[CH2:9][CH2:8][N:7]([C:10]([O:12][C:13]([CH3:16])([CH3:15])[CH3:14])=[O:11])[CH2:6]1, predict the reactants needed to synthesize it. The reactants are: C([S:4][C@H:5]1[CH2:9][CH2:8][N:7]([C:10]([O:12][C:13]([CH3:16])([CH3:15])[CH3:14])=[O:11])[CH2:6]1)(=O)C.C(=O)([O-])[O-].[K+].[K+].C(O)(=O)CC(CC(O)=O)(C(O)=O)O. (10) Given the product [C:1]([O:5][C:6](=[O:13])[N:7]([CH2:17][C:16]1[CH:19]=[CH:20][C:21]([F:23])=[CH:22][C:15]=1[F:14])[N:8]1[CH:12]=[CH:11][CH:10]=[CH:9]1)([CH3:4])([CH3:2])[CH3:3], predict the reactants needed to synthesize it. The reactants are: [C:1]([O:5][C:6](=[O:13])[NH:7][N:8]1[CH:12]=[CH:11][CH:10]=[CH:9]1)([CH3:4])([CH3:3])[CH3:2].[F:14][C:15]1[CH:22]=[C:21]([F:23])[CH:20]=[CH:19][C:16]=1[CH2:17]Br.[H-].[Na+].